Task: Predict the product of the given reaction.. Dataset: Forward reaction prediction with 1.9M reactions from USPTO patents (1976-2016) (1) The product is: [OH:47][CH:45]([CH3:46])[CH2:44][CH2:43][N:4]1[C:5](=[O:30])[C:6]2[N:7]([CH2:23][C:24]3[CH:29]=[CH:28][CH:27]=[CH:26][N:25]=3)[C:8]([CH2:11][C:12]3[CH:17]=[CH:16][CH:15]=[C:14]([O:18][C:19]([F:22])([F:21])[F:20])[CH:13]=3)=[N:9][C:10]=2[N:2]([CH3:1])[C:3]1=[O:31]. Given the reactants [CH3:1][N:2]1[C:10]2[N:9]=[C:8]([CH2:11][C:12]3[CH:17]=[CH:16][CH:15]=[C:14]([O:18][C:19]([F:22])([F:21])[F:20])[CH:13]=3)[N:7]([CH2:23][C:24]3[CH:29]=[CH:28][CH:27]=[CH:26][N:25]=3)[C:6]=2[C:5](=[O:30])[NH:4][C:3]1=[O:31].CC1C=CC(S(O[CH2:43][CH2:44][CH:45]([OH:47])[CH3:46])(=O)=O)=CC=1.C(=O)([O-])[O-].[K+].[K+], predict the reaction product. (2) Given the reactants [O:1]=[C:2]1[CH2:7][CH2:6][CH2:5][CH:4]([C:8]([OH:10])=O)[CH2:3]1.C(N(CC)CC)C.C(Cl)(=O)C(C)(C)C.[Li+].[Cl-].[CH3:27][C@@H:28]1[C@H:32]([C:33]2[CH:38]=[CH:37][CH:36]=[CH:35][CH:34]=2)[O:31][C:30](=[O:39])[NH:29]1, predict the reaction product. The product is: [CH3:27][C@@H:28]1[C@H:32]([C:33]2[CH:38]=[CH:37][CH:36]=[CH:35][CH:34]=2)[O:31][C:30](=[O:39])[N:29]1[C:8]([CH:4]1[CH2:5][CH2:6][CH2:7][C:2](=[O:1])[CH2:3]1)=[O:10]. (3) Given the reactants CS(OCC1C(C2C=CC3OCOC=3C=2)=CSC=1C(F)(F)F)(=O)=O.FC1C=C(O)C=C(F)C=1CCC(OCC)=O.[O:41]1[C:45]2[CH:46]=[CH:47][C:48]([C:50]3[C:51]([CH2:59][O:60][C:61]4[C:66]([F:67])=[CH:65][C:64]([CH2:68][CH2:69][C:70]([O:72]CC)=[O:71])=[CH:63][C:62]=4[F:75])=[C:52]([C:55]([F:58])([F:57])[F:56])[S:53][CH:54]=3)=[CH:49][C:44]=2[O:43][CH2:42]1, predict the reaction product. The product is: [O:41]1[C:45]2[CH:46]=[CH:47][C:48]([C:50]3[C:51]([CH2:59][O:60][C:61]4[C:66]([F:67])=[CH:65][C:64]([CH2:68][CH2:69][C:70]([OH:72])=[O:71])=[CH:63][C:62]=4[F:75])=[C:52]([C:55]([F:57])([F:56])[F:58])[S:53][CH:54]=3)=[CH:49][C:44]=2[O:43][CH2:42]1. (4) Given the reactants [NH2:1][C:2]1[C:7]([C:8]([O:10][CH3:11])=[O:9])=[CH:6][C:5]([C:12]2[CH:17]=[CH:16][CH:15]=[C:14]([C:18]([F:21])([F:20])[F:19])[CH:13]=2)=[CH:4][C:3]=1[C:22]1[CH:27]=[CH:26][C:25]([N:28]2[CH2:33][CH2:32][CH:31]([CH3:34])[CH2:30][CH2:29]2)=[CH:24][CH:23]=1.N([O-])=O.[Na+].[N-:39]=[N+:40]=[N-].[Na+], predict the reaction product. The product is: [N:1]([C:2]1[C:7]([C:8]([O:10][CH3:11])=[O:9])=[CH:6][C:5]([C:12]2[CH:17]=[CH:16][CH:15]=[C:14]([C:18]([F:19])([F:20])[F:21])[CH:13]=2)=[CH:4][C:3]=1[C:22]1[CH:27]=[CH:26][C:25]([N:28]2[CH2:33][CH2:32][CH:31]([CH3:34])[CH2:30][CH2:29]2)=[CH:24][CH:23]=1)=[N+:39]=[N-:40]. (5) Given the reactants [C:1]([O:5][C:6](=[O:24])[C@@H:7]([NH:18][C:19](=[O:23])[C@@H:20]([NH2:22])[CH3:21])[CH2:8][C:9]1[C:17]2[C:12](=[CH:13][CH:14]=[CH:15][CH:16]=2)[NH:11][CH:10]=1)([CH3:4])([CH3:3])[CH3:2].C(N(CC)C(C)C)(C)C.[Cl:34][C:35]1[C:43]([Cl:44])=[CH:42][CH:41]=[CH:40][C:36]=1[C:37](O)=[O:38].CN(C(ON1N=NC2C=CC=NC1=2)=[N+](C)C)C.F[P-](F)(F)(F)(F)F, predict the reaction product. The product is: [C:1]([O:5][C:6](=[O:24])[C@@H:7]([NH:18][C:19](=[O:23])[C@@H:20]([NH:22][C:37](=[O:38])[C:36]1[CH:40]=[CH:41][CH:42]=[C:43]([Cl:44])[C:35]=1[Cl:34])[CH3:21])[CH2:8][C:9]1[C:17]2[C:12](=[CH:13][CH:14]=[CH:15][CH:16]=2)[NH:11][CH:10]=1)([CH3:2])([CH3:3])[CH3:4]. (6) Given the reactants Cl[C:2]1[N:7]=[CH:6][C:5]([CH2:8][C:9]2[CH:10]=[C:11]3[C:16](=[C:17]4[N:22]([CH3:23])[CH2:21][CH:20]=[CH:19][C:18]=24)[N:15]=[CH:14][N:13]([C@H:24]2[CH2:29][CH2:28][CH2:27][CH2:26][C@@H:25]2[OH:30])[C:12]3=[O:31])=[CH:4][CH:3]=1.CN[C@@H]1CCCC[C@H]1NC, predict the reaction product. The product is: [OH:30][C@H:25]1[CH2:26][CH2:27][CH2:28][CH2:29][C@@H:24]1[N:13]1[C:12](=[O:31])[C:11]2[C:16](=[C:17]3[N:22]([CH3:23])[CH2:21][CH:20]=[CH:19][C:18]3=[C:9]([CH2:8][C:5]3[CH:6]=[N:7][CH:2]=[CH:3][CH:4]=3)[CH:10]=2)[N:15]=[CH:14]1.